This data is from Full USPTO retrosynthesis dataset with 1.9M reactions from patents (1976-2016). The task is: Predict the reactants needed to synthesize the given product. (1) Given the product [C:1]1([C:7]2[S:14][C:13]3[CH:12]=[N:11][NH:10][C:9]=3[CH:8]=2)[CH:2]=[CH:3][CH:4]=[CH:5][CH:6]=1, predict the reactants needed to synthesize it. The reactants are: [C:1]1([C:7]2[S:14][C:13]3[CH:12]=[N:11][N:10](C(=O)C)[C:9]=3[CH:8]=2)[CH:6]=[CH:5][CH:4]=[CH:3][CH:2]=1.C(O)C.Cl.C(=O)([O-])[O-].[K+].[K+]. (2) Given the product [Cl:1][C:2]1[CH:3]=[C:4]2[C:5](=[CH:6][CH:7]=1)[C@:8]1([CH2:13][CH2:12][N:11]([S:14]([C:17]3[CH:22]=[CH:21][C:20]([CH3:23])=[CH:19][CH:18]=3)(=[O:16])=[O:15])[CH2:10][C@@H:9]1[O:24][CH2:25][C:26]1[CH:27]=[CH:28][C:29]3[O:34][CH2:33][CH2:32][N:31]([CH2:35][CH2:36][CH2:37][O:38][CH3:39])[C:30]=3[CH:40]=1)[O:44][CH2:43][CH2:42]2, predict the reactants needed to synthesize it. The reactants are: [Cl:1][C:2]1[CH:7]=[CH:6][C:5]([C@@:8]2(O)[CH2:13][CH2:12][N:11]([S:14]([C:17]3[CH:22]=[CH:21][C:20]([CH3:23])=[CH:19][CH:18]=3)(=[O:16])=[O:15])[CH2:10][C@@H:9]2[O:24][CH2:25][C:26]2[CH:27]=[CH:28][C:29]3[O:34][CH2:33][CH2:32][N:31]([CH2:35][CH2:36][CH2:37][O:38][CH3:39])[C:30]=3[CH:40]=2)=[C:4]([CH2:42][CH2:43][OH:44])[CH:3]=1.CCN(CC)CC.C1(C)C=CC(S(Cl)(=O)=O)=CC=1. (3) Given the product [NH2:20][C:19](=[N:25][OH:24])[C:17]1[CH:16]=[CH:15][N:14]=[C:13]([N:10]2[CH2:9][CH2:8][N:7]([C:5](=[O:6])[CH2:4][CH2:3][C:2]([CH3:22])([CH3:21])[CH3:1])[CH2:12][CH2:11]2)[N:18]=1, predict the reactants needed to synthesize it. The reactants are: [CH3:1][C:2]([CH3:22])([CH3:21])[CH2:3][CH2:4][C:5]([N:7]1[CH2:12][CH2:11][N:10]([C:13]2[N:18]=[C:17]([C:19]#[N:20])[CH:16]=[CH:15][N:14]=2)[CH2:9][CH2:8]1)=[O:6].Cl.[OH:24][NH2:25].C(=O)([O-])[O-].[K+].[K+]. (4) Given the product [O:36]=[C:35]1[CH2:16][CH2:15][CH:14]([NH:10][C:28]([C:12]2[C:13]([CH3:27])=[C:14](/[CH:15]=[C:16]3\[C:17](=[O:26])[NH:18][C:19]4[C:24]\3=[CH:23][C:22]([F:25])=[CH:21][CH:20]=4)[NH:10][C:11]=2[CH3:31])=[O:29])[CH2:13][CH2:12]1, predict the reactants needed to synthesize it. The reactants are: N1C2C(=NC=CC=2)N([N:10]2[C:14](/[CH:15]=[C:16]3\[C:17](=[O:26])[NH:18][C:19]4[C:24]\3=[CH:23][C:22]([F:25])=[CH:21][CH:20]=4)=[C:13]([CH3:27])[C:12]([C:28]([O-])=[O:29])=[C:11]2[CH3:31])N=1.CN([CH:35]=[O:36])C. (5) Given the product [OH:28][NH:8][C:9]1([CH3:27])[C:13](=[O:14])[N:12]([CH3:15])[N:11]=[C:10]1[C:16]1[CH:21]=[CH:20][C:19]([S:22]([CH3:25])(=[O:24])=[O:23])=[C:18]([CH3:26])[CH:17]=1.[C:6]([O:5][CH2:1][CH3:2])(=[O:7])[CH3:36], predict the reactants needed to synthesize it. The reactants are: [C:1]([O:5][C:6]([N:8]([O:28]C(OC(C)(C)C)=O)[C:9]1([CH3:27])[C:13](=[O:14])[N:12]([CH3:15])[N:11]=[C:10]1[C:16]1[CH:21]=[CH:20][C:19]([S:22]([CH3:25])(=[O:24])=[O:23])=[C:18]([CH3:26])[CH:17]=1)=[O:7])(C)(C)[CH3:2].[CH2:36](Cl)Cl. (6) Given the product [C:1]([N:11]1[CH2:12][CH2:13][CH:14]2[O:25][CH:15]2[CH2:16]1)([O:3][CH2:4][C:5]1[CH:10]=[CH:9][CH:8]=[CH:7][CH:6]=1)=[O:2], predict the reactants needed to synthesize it. The reactants are: [C:1]([N:11]1[CH2:16][CH:15]=[CH:14][CH2:13][CH2:12]1)([O:3][CH2:4][C:5]1[CH:10]=[CH:9][CH:8]=[CH:7][CH:6]=1)=[O:2].ClC1C=CC=C(C(OO)=[O:25])C=1. (7) Given the product [CH2:1]([N:8]1[CH2:14][C:13]2[N:15]=[CH:16][C:17]([N:19]3[C:24]([CH3:25])=[CH:23][CH:22]=[C:21]3[CH3:20])=[N:18][C:12]=2[O:11][CH2:10][CH2:9]1)[C:2]1[CH:3]=[CH:4][CH:5]=[CH:6][CH:7]=1, predict the reactants needed to synthesize it. The reactants are: [CH2:1]([N:8]1[CH2:14][C:13]2[N:15]=[CH:16][C:17]([NH2:19])=[N:18][C:12]=2[O:11][CH2:10][CH2:9]1)[C:2]1[CH:7]=[CH:6][CH:5]=[CH:4][CH:3]=1.[CH3:20][C:21](=O)[CH2:22][CH2:23][C:24](=O)[CH3:25].C(O)(=O)C.C1(C)C=CC=CC=1. (8) Given the product [CH2:18]([O:17][CH2:16][C@H:15]([C@H:14]1[O:35][C:34](=[O:37])[C@H:12]([CH:25]([CH3:27])[CH3:26])[CH2:13]1)[Br:1])[C:19]1[CH:24]=[CH:23][CH:22]=[CH:21][CH:20]=1, predict the reactants needed to synthesize it. The reactants are: [Br:1]N1C(=O)CCC1=O.CN(C)C(=O)[C@H:12]([CH:25]([CH3:27])[CH3:26])[CH2:13]/[CH:14]=[CH:15]/[CH2:16][O:17][CH2:18][C:19]1[CH:24]=[CH:23][CH:22]=[CH:21][CH:20]=1.C(O)(=O)C.[C:34](=[O:37])(O)[O-:35].[Na+].S([O-])([O-])=O.[Na+].[Na+].